This data is from Reaction yield outcomes from USPTO patents with 853,638 reactions. The task is: Predict the reaction yield, written as a fraction of the theoretical maximum amount of product (1.0 means a 100% yield; for example, 0.34 means a 34% yield). (1) The reactants are Cl[C:2](OC1C=CC([N+]([O-])=O)=CC=1)=[O:3].N1C=CC=CC=1.[NH2:20][C:21]1[CH:31]=[CH:30][C:24]2[O:25][C:26]([F:29])([F:28])[O:27][C:23]=2[CH:22]=1.CCN(C(C1C=CC=C(C)C=1)=O)CC.[CH3:46][N:47]([CH3:65])[CH2:48][CH2:49][CH2:50][O:51][C:52]1[CH:57]=[CH:56][C:55]([NH2:58])=[CH:54][C:53]=1[C:59]1[N:60]([CH3:64])[N:61]=[CH:62][CH:63]=1. The catalyst is ClCCCl. The product is [F:28][C:26]1([F:29])[O:25][C:24]2[CH:30]=[CH:31][C:21]([NH:20][C:2]([NH:58][C:55]3[CH:56]=[CH:57][C:52]([O:51][CH2:50][CH2:49][CH2:48][N:47]([CH3:46])[CH3:65])=[C:53]([C:59]4[N:60]([CH3:64])[N:61]=[CH:62][CH:63]=4)[CH:54]=3)=[O:3])=[CH:22][C:23]=2[O:27]1. The yield is 0.340. (2) The reactants are [Cl:1][C:2]1[CH:7]=[CH:6][C:5]([O:8][C:9]2[CH:14]=[CH:13][C:12]([CH2:15][CH2:16][OH:17])=[CH:11][C:10]=2[F:18])=[CH:4][C:3]=1[C:19]([F:22])([F:21])[F:20].[N:23]#[C:24][NH2:25].[F:26][C:27]([F:33])([F:32])[S:28]([OH:31])(=[O:30])=[O:29]. The catalyst is C1COCC1. The product is [OH:31][S:28]([C:27]([F:33])([F:32])[F:26])(=[O:30])=[O:29].[C:24](=[NH:23])([O:17][CH2:16][CH2:15][C:12]1[CH:13]=[CH:14][C:9]([O:8][C:5]2[CH:6]=[CH:7][C:2]([Cl:1])=[C:3]([C:19]([F:22])([F:20])[F:21])[CH:4]=2)=[C:10]([F:18])[CH:11]=1)[NH2:25]. The yield is 0.238. (3) The reactants are [Cl:1][C:2]1[CH:3]=[C:4](N)[CH:5]=[CH:6][C:7]=1[S:8][C:9]1[N:10]([CH3:16])[C:11]([CH3:15])=[C:12]([CH3:14])[N:13]=1.Cl[C:19]1[C:28]2[C:23](=[CH:24][C:25]([F:31])=[C:26]([O:29][CH3:30])[CH:27]=2)[N:22]=[CH:21][C:20]=1[C:32]#[N:33].Cl.[N:35]1C=CC=CC=1. The yield is 0.500. The catalyst is C(OC(O)C)C. The product is [Cl:1][C:2]1[CH:3]=[C:4]([C:19]2[C:28]3[C:23](=[CH:24][C:25]([F:31])=[C:26]([O:29][CH3:30])[CH:27]=3)[N:22]=[C:21]([NH2:35])[C:20]=2[C:32]#[N:33])[CH:5]=[CH:6][C:7]=1[S:8][C:9]1[N:10]([CH3:16])[C:11]([CH3:15])=[C:12]([CH3:14])[N:13]=1. (4) The reactants are [Br:1][C:2]1[CH:7]=[CH:6][C:5](/[CH:8]=[CH:9]/[CH:10]=O)=[C:4]([O:12][CH2:13][C:14]#[CH:15])[CH:3]=1.[O-]S([O-])(=O)=O.[Mg+2].[CH3:22][N:23]([CH3:25])[NH2:24]. The catalyst is ClCCl. The product is [Br:1][C:2]1[CH:7]=[CH:6][C:5](/[CH:8]=[CH:9]/[CH:10]=[N:24]/[N:23]([CH3:25])[CH3:22])=[C:4]([O:12][CH2:13][C:14]#[CH:15])[CH:3]=1. The yield is 0.900. (5) The reactants are [C:1](=[S:3])=S.[NH2:4][C:5]1[CH:6]=[C:7]2[C:12](=[CH:13][CH:14]=1)[CH:11]=[C:10]([C:15]([OH:17])=[O:16])[CH:9]=[CH:8]2.C(N(CC)CC)C.II.Cl.S([O-])([O-])=O.[Na+].[Na+]. The catalyst is O1CCCC1.O. The product is [N:4]([C:5]1[CH:6]=[C:7]2[C:12](=[CH:13][CH:14]=1)[CH:11]=[C:10]([C:15]([OH:17])=[O:16])[CH:9]=[CH:8]2)=[C:1]=[S:3]. The yield is 0.960.